The task is: Predict the product of the given reaction.. This data is from Forward reaction prediction with 1.9M reactions from USPTO patents (1976-2016). (1) Given the reactants C1([CH2:7][O:8][C:9]2[CH:14]=[CH:13][C:12](C(F)(F)F)=[CH:11][C:10]=2[C:19]23[O:25][CH:24]2[CH2:23][CH2:22][CH2:21][CH2:20]3)C=CC=CC=1.[Cl:26]C1C=CC(OC)=C(C2CCCCC=2)C=1, predict the reaction product. The product is: [Cl:26][C:12]1[CH:13]=[CH:14][C:9]([O:8][CH3:7])=[C:10]([C:19]23[O:25][CH:24]2[CH2:23][CH2:22][CH2:21][CH2:20]3)[CH:11]=1. (2) Given the reactants [CH3:1][O:2][C:3]1[CH:4]=[C:5]([CH:22]=[C:23]([O:39][CH3:40])[C:24]=1[O:25][CH2:26][C:27]1[N:28]=[C:29]([C:33]2[CH:38]=[CH:37][CH:36]=[CH:35][CH:34]=2)[O:30][C:31]=1[CH3:32])[CH2:6][O:7]/[N:8]=[C:9](/[C:16]1[CH:21]=[CH:20][CH:19]=[CH:18][CH:17]=1)\[CH2:10][CH2:11][C:12]([O:14]C)=[O:13].CO.[OH-].[Na+].Cl, predict the reaction product. The product is: [CH3:1][O:2][C:3]1[CH:4]=[C:5]([CH:22]=[C:23]([O:39][CH3:40])[C:24]=1[O:25][CH2:26][C:27]1[N:28]=[C:29]([C:33]2[CH:38]=[CH:37][CH:36]=[CH:35][CH:34]=2)[O:30][C:31]=1[CH3:32])[CH2:6][O:7]/[N:8]=[C:9](/[C:16]1[CH:17]=[CH:18][CH:19]=[CH:20][CH:21]=1)\[CH2:10][CH2:11][C:12]([OH:14])=[O:13]. (3) Given the reactants [H-].C(O[Al](OC(C)(C)C)OC(C)(C)C)(C)(C)C.[Li+].[CH:19]1([CH2:22][C:23]([O:32][CH3:33])([C:28](OC)=[O:29])[C:24]([O:26][CH3:27])=[O:25])[CH2:21][CH2:20]1.C1COCC1, predict the reaction product. The product is: [CH:19]1([CH2:22][C:23]([CH2:28][OH:29])([O:32][CH3:33])[C:24]([O:26][CH3:27])=[O:25])[CH2:20][CH2:21]1. (4) The product is: [F:1][C:2]1[C:7]([C:12]([C:13]2[CH:18]=[CH:17][CH:16]=[CH:15][CH:14]=2)=[O:19])=[CH:6][CH:5]=[C:4]([F:8])[N:3]=1. Given the reactants [F:1][C:2]1[CH:7]=[CH:6][CH:5]=[C:4]([F:8])[N:3]=1.CON(C)[C:12](=[O:19])[C:13]1[CH:18]=[CH:17][CH:16]=[CH:15][CH:14]=1.[Cl-].[NH4+], predict the reaction product. (5) Given the reactants [CH2:1]([C:12]1[N:16]=[C:15]([C:17]2[CH:24]=[CH:23][C:20]([CH:21]=O)=[CH:19][CH:18]=2)[O:14][N:13]=1)[CH2:2][CH2:3][CH2:4][CH2:5][CH2:6][CH2:7][CH2:8][CH2:9][CH2:10][CH3:11].[CH3:25][C:26]([NH2:38])([C:28]1[CH:33]=[CH:32][C:31]([C:34]([F:37])([F:36])[F:35])=[CH:30][CH:29]=1)[CH3:27], predict the reaction product. The product is: [CH3:27][C:26]([NH:38][CH2:21][C:20]1[CH:23]=[CH:24][C:17]([C:15]2[O:14][N:13]=[C:12]([CH2:1][CH2:2][CH2:3][CH2:4][CH2:5][CH2:6][CH2:7][CH2:8][CH2:9][CH2:10][CH3:11])[N:16]=2)=[CH:18][CH:19]=1)([C:28]1[CH:33]=[CH:32][C:31]([C:34]([F:37])([F:35])[F:36])=[CH:30][CH:29]=1)[CH3:25]. (6) Given the reactants [Br:1][C:2]1[CH:7]=[CH:6][C:5]([C:8]2[C:14]3[CH:15]=[C:16]([O:21][CH3:22])[C:17]([O:19][CH3:20])=[CH:18][C:13]=3[CH2:12][C:11]([CH3:23])=[N:10][N:9]=2)=[CH:4][CH:3]=1.Cl.C([BH3-])#N.[Na+].[OH-].[Na+], predict the reaction product. The product is: [Br:1][C:2]1[CH:3]=[CH:4][C:5]([C:8]2[C:14]3[CH:15]=[C:16]([O:21][CH3:22])[C:17]([O:19][CH3:20])=[CH:18][C:13]=3[CH2:12][CH:11]([CH3:23])[NH:10][N:9]=2)=[CH:6][CH:7]=1. (7) The product is: [S:2]1[C:10]2[CH:9]=[CH:8][N:7]=[CH:6][C:5]=2[CH:4]=[C:3]1[CH:11]([NH2:12])[CH3:14]. Given the reactants Cl.[S:2]1[C:10]2[CH:9]=[CH:8][N:7]=[CH:6][C:5]=2[CH:4]=[C:3]1[CH2:11][NH2:12].S1C2C=CN=CC=2C=[C:14]1C(O)C, predict the reaction product. (8) Given the reactants [CH:1]1([O:5][C:6]2[C:15](B3OC(C)(C)C(C)(C)O3)=[CH:14][CH:13]=[C:12]3[C:7]=2[CH2:8][CH2:9][C@H:10]([CH3:29])[N:11]3[C:25]([O:27][CH3:28])=[O:26])[CH2:4][CH2:3][CH2:2]1.[CH2:30]([O:37][CH:38]1[CH2:41][CH:40]([N:42]2[CH:46]=[C:45](I)[CH:44]=[N:43]2)[CH2:39]1)[C:31]1[CH:36]=[CH:35][CH:34]=[CH:33][CH:32]=1.C(=O)([O-])[O-].[Na+].[Na+].O1CCOCC1, predict the reaction product. The product is: [CH2:30]([O:37][CH:38]1[CH2:39][CH:40]([N:42]2[CH:46]=[C:45]([C:15]3[C:6]([O:5][CH:1]4[CH2:4][CH2:3][CH2:2]4)=[C:7]4[C:12](=[CH:13][CH:14]=3)[N:11]([C:25]([O:27][CH3:28])=[O:26])[C@@H:10]([CH3:29])[CH2:9][CH2:8]4)[CH:44]=[N:43]2)[CH2:41]1)[C:31]1[CH:32]=[CH:33][CH:34]=[CH:35][CH:36]=1. (9) Given the reactants [CH2:1]([CH:8]([C:12](O)=O)[C:9]([OH:11])=[O:10])[C:2]1[CH:7]=[CH:6][CH:5]=[CH:4][CH:3]=1.CC(C)C(=C)C(O)=O, predict the reaction product. The product is: [CH2:1]([C:8](=[CH2:12])[C:9]([OH:11])=[O:10])[C:2]1[CH:7]=[CH:6][CH:5]=[CH:4][CH:3]=1.